The task is: Predict which catalyst facilitates the given reaction.. This data is from Catalyst prediction with 721,799 reactions and 888 catalyst types from USPTO. (1) Reactant: [CH2:1]([NH:3][C:4]([NH:6][C:7]1[CH:12]=[CH:11][C:10]([C:13]2[N:14]=[C:15]([N:22]3[CH2:27][CH2:26][O:25][CH2:24][CH2:23]3)[C:16]3[CH2:21][NH:20][CH2:19][C:17]=3[N:18]=2)=[CH:9][CH:8]=1)=[O:5])[CH3:2].Cl[C:29]1[N:34]=[CH:33][CH:32]=[CH:31][N:30]=1. Product: [CH2:1]([NH:3][C:4]([NH:6][C:7]1[CH:12]=[CH:11][C:10]([C:13]2[N:14]=[C:15]([N:22]3[CH2:23][CH2:24][O:25][CH2:26][CH2:27]3)[C:16]3[CH2:21][N:20]([C:29]4[N:34]=[CH:33][CH:32]=[CH:31][N:30]=4)[CH2:19][C:17]=3[N:18]=2)=[CH:9][CH:8]=1)=[O:5])[CH3:2]. The catalyst class is: 3. (2) Reactant: C([O:5][C:6](=[O:46])[CH2:7][CH2:8][N:9](C(OC(C)(C)C)=O)[CH2:10][C:11](=[O:38])[N:12]1[C:20]2[C:15](=[CH:16][C:17]([CH2:21][CH2:22][C:23]3[S:24][C:25]([C:34]([F:37])([F:36])[F:35])=[C:26]([C:28]4[CH:33]=[CH:32][CH:31]=[CH:30][CH:29]=4)[CH:27]=3)=[CH:18][CH:19]=2)[CH2:14][CH2:13]1)(C)(C)C.[C:47]([OH:53])([C:49]([F:52])([F:51])[F:50])=[O:48]. The catalyst class is: 4. Product: [OH:53][C:47]([C:49]([F:52])([F:51])[F:50])=[O:48].[O:38]=[C:11]([N:12]1[C:20]2[C:15](=[CH:16][C:17]([CH2:21][CH2:22][C:23]3[S:24][C:25]([C:34]([F:37])([F:36])[F:35])=[C:26]([C:28]4[CH:29]=[CH:30][CH:31]=[CH:32][CH:33]=4)[CH:27]=3)=[CH:18][CH:19]=2)[CH2:14][CH2:13]1)[CH2:10][NH:9][CH2:8][CH2:7][C:6]([OH:46])=[O:5]. (3) Reactant: C(O[C:4]([C:6]1[C:10]([OH:11])=[C:9]([C:12]2[CH:17]=[CH:16][C:15]([Cl:18])=[CH:14][CH:13]=2)[N:8]([C:19]2[CH:24]=[CH:23][CH:22]=[CH:21][C:20]=2[Cl:25])[N:7]=1)=[O:5])C.[F:26][C:27]([F:34])([CH3:33])[CH2:28][NH:29][CH2:30][CH2:31][OH:32]. Product: [F:26][C:27]([F:34])([CH3:33])[CH2:28][N:29]([CH2:30][CH2:31][OH:32])[C:4]([C:6]1[C:10]([OH:11])=[C:9]([C:12]2[CH:13]=[CH:14][C:15]([Cl:18])=[CH:16][CH:17]=2)[N:8]([C:19]2[CH:24]=[CH:23][CH:22]=[CH:21][C:20]=2[Cl:25])[N:7]=1)=[O:5]. The catalyst class is: 13. (4) Reactant: [O:1]=[S:2]1(=[O:18])[CH2:6][CH2:5][CH2:4][N:3]1[C:7]1[CH:15]=[CH:14][C:10]([C:11]([OH:13])=O)=[CH:9][C:8]=1[O:16][CH3:17].[CH3:19][C:20]1[CH:25]=[C:24]([CH3:26])[CH:23]=[CH:22][C:21]=1[N:27]1[CH2:32][CH2:31][NH:30][CH2:29][CH2:28]1.O.[Cl-].COC1N=C(OC)N=C([N+]2(C)CCOCC2)N=1.O. Product: [CH3:19][C:20]1[CH:25]=[C:24]([CH3:26])[CH:23]=[CH:22][C:21]=1[N:27]1[CH2:28][CH2:29][N:30]([C:11]([C:10]2[CH:14]=[CH:15][C:7]([N:3]3[CH2:4][CH2:5][CH2:6][S:2]3(=[O:1])=[O:18])=[C:8]([O:16][CH3:17])[CH:9]=2)=[O:13])[CH2:31][CH2:32]1. The catalyst class is: 147. (5) Reactant: C1C2C(COC([NH:18][C@@H:19]([CH2:25][CH2:26][CH2:27][NH:28][C:29]([NH:31][S:32]([C:35]3[C:36]([CH3:49])=[C:37]4[C:42](=[C:43]([CH3:46])[C:44]=3[CH3:45])[O:41][C:40]([CH3:48])([CH3:47])[CH2:39][CH2:38]4)(=[O:34])=[O:33])=[NH:30])[CH2:20][C:21]([O:23][CH3:24])=[O:22])=O)C3C(=CC=CC=3)C=2C=CC=1.N1CCCCC1. Product: [NH2:18][C@@H:19]([CH2:25][CH2:26][CH2:27][NH:28][C:29]([NH:31][S:32]([C:35]1[C:36]([CH3:49])=[C:37]2[C:42](=[C:43]([CH3:46])[C:44]=1[CH3:45])[O:41][C:40]([CH3:47])([CH3:48])[CH2:39][CH2:38]2)(=[O:34])=[O:33])=[NH:30])[CH2:20][C:21]([O:23][CH3:24])=[O:22]. The catalyst class is: 1. (6) Reactant: [Cl:1][C:2]1[C:20]([Cl:21])=[CH:19][C:5]2[N:6]([CH2:14][C:15](=O)[CH2:16][CH3:17])[C:7]([CH2:9][C:10]([F:13])([F:12])[F:11])=[N:8][C:4]=2[CH:3]=1.Cl.[NH2:23][OH:24].N1C=CC=CC=1.O. The catalyst class is: 8. Product: [Cl:1][C:2]1[C:20]([Cl:21])=[CH:19][C:5]2[N:6]([CH2:14][C:15](=[N:23][OH:24])[CH2:16][CH3:17])[C:7]([CH2:9][C:10]([F:13])([F:12])[F:11])=[N:8][C:4]=2[CH:3]=1. (7) Reactant: [Br:1][C:2]1[S:6][C:5]2=[C:7]([CH2:10][OH:11])[N:8]=[CH:9][N:4]2[CH:3]=1. Product: [Br:1][C:2]1[S:6][C:5]2=[C:7]([CH:10]=[O:11])[N:8]=[CH:9][N:4]2[CH:3]=1. The catalyst class is: 327. (8) Reactant: C(O[C:5]([C:7]1[N:8]([NH:12][CH2:13][CH2:14][CH:15]([CH3:17])[CH3:16])[CH:9]=[CH:10][CH:11]=1)=[O:6])C=C.[CH3:18][S:19]([N:22]([CH3:39])[C:23]1[CH:38]=[CH:37][C:26]2[NH:27][C:28]([CH2:33][C:34](O)=[O:35])=[CH:29][S:30](=[O:32])(=[O:31])[C:25]=2[CH:24]=1)(=[O:21])=[O:20].[O-]CC.[Na+].C(O)C. Product: [OH:6][C:5]1[C:7]2[N:8]([CH:9]=[CH:10][CH:11]=2)[N:12]([CH2:13][CH2:14][CH:15]([CH3:16])[CH3:17])[C:34](=[O:35])[C:33]=1[C:28]1[NH:27][C:26]2[CH:37]=[CH:38][C:23]([N:22]([CH3:39])[S:19]([CH3:18])(=[O:21])=[O:20])=[CH:24][C:25]=2[S:30](=[O:31])(=[O:32])[CH:29]=1. The catalyst class is: 120. (9) Reactant: [CH3:1][C:2]1[CH:7]=[CH:6][C:5]([S:8]([N:11]2[C:17]3[CH:18]=[CH:19][CH:20]=[CH:21][C:16]=3[C:15](=[O:22])[CH:14]([C:23]([O:25][CH2:26][CH3:27])=[O:24])[CH2:13][CH2:12]2)(=[O:10])=[O:9])=[CH:4][CH:3]=1.Br[CH2:29][CH2:30][CH2:31][C:32]([O:34][CH2:35][CH3:36])=[O:33].C([O-])([O-])=O.[K+].[K+]. Product: [CH2:35]([O:34][C:32](=[O:33])[CH2:31][CH2:30][CH2:29][C:14]1([C:23]([O:25][CH2:26][CH3:27])=[O:24])[C:15](=[O:22])[C:16]2[CH:21]=[CH:20][CH:19]=[CH:18][C:17]=2[N:11]([S:8]([C:5]2[CH:4]=[CH:3][C:2]([CH3:1])=[CH:7][CH:6]=2)(=[O:10])=[O:9])[CH2:12][CH2:13]1)[CH3:36]. The catalyst class is: 31. (10) Reactant: Cl[C:2]1[C:3]2[N:4]([C:15]([CH2:19][CH2:20][CH3:21])=[N:16][C:17]=2[CH3:18])[C:5]2[N:11]=[C:10]([O:12][CH2:13][CH3:14])[CH:9]=[CH:8][C:6]=2[N:7]=1.[CH3:22][Mg]Br.[Cl-].[NH4+]. Product: [CH2:13]([O:12][C:10]1[CH:9]=[CH:8][C:6]2[N:7]=[C:2]([CH3:22])[C:3]3[N:4]([C:15]([CH2:19][CH2:20][CH3:21])=[N:16][C:17]=3[CH3:18])[C:5]=2[N:11]=1)[CH3:14]. The catalyst class is: 1.